This data is from Reaction yield outcomes from USPTO patents with 853,638 reactions. The task is: Predict the reaction yield, written as a fraction of the theoretical maximum amount of product (1.0 means a 100% yield; for example, 0.34 means a 34% yield). (1) The reactants are [CH2:1]([C:5]1[N:6]=[C:7]([CH3:49])[N:8]([C:36]2[N:41]=[CH:40][C:39]([O:42]CCS(C)(=O)=O)=[CH:38][N:37]=2)[C:9](=[O:35])[C:10]=1[CH2:11][C:12]1[CH:28]=[C:27]([CH2:29][CH2:30][CH3:31])[C:15]([O:16][CH:17]([C:21]2[CH:26]=[CH:25][CH:24]=[CH:23][CH:22]=2)[C:18]([OH:20])=[O:19])=[C:14]([CH2:32][CH2:33][CH3:34])[CH:13]=1)[CH2:2][CH2:3][CH3:4].O.O.[OH-].[Li+].Cl. The catalyst is CO. The product is [CH2:1]([C:5]1[N:6]=[C:7]([CH3:49])[N:8]([C:36]2[N:41]=[CH:40][C:39]([OH:42])=[CH:38][N:37]=2)[C:9](=[O:35])[C:10]=1[CH2:11][C:12]1[CH:13]=[C:14]([CH2:32][CH2:33][CH3:34])[C:15]([O:16][CH:17]([C:21]2[CH:26]=[CH:25][CH:24]=[CH:23][CH:22]=2)[C:18]([OH:20])=[O:19])=[C:27]([CH2:29][CH2:30][CH3:31])[CH:28]=1)[CH2:2][CH2:3][CH3:4]. The yield is 0.724. (2) The reactants are O.[O:2]1[CH2:7][CH:6]=[C:5]([C:8]2[N:13]=[C:12]([C:14]3[CH:19]=[CH:18][C:17]([N+:20]([O-])=O)=[CH:16][CH:15]=3)[N:11]=[C:10]([N:23]3[CH:28]4[CH2:29][CH2:30][CH:24]3[CH2:25][O:26][CH2:27]4)[N:9]=2)[CH2:4][CH2:3]1. The catalyst is C(O)(=O)C.C(OCC)(=O)C.[Fe]. The product is [CH:24]12[N:23]([C:10]3[N:9]=[C:8]([C:5]4[CH2:6][CH2:7][O:2][CH2:3][CH:4]=4)[N:13]=[C:12]([C:14]4[CH:15]=[CH:16][C:17]([NH2:20])=[CH:18][CH:19]=4)[N:11]=3)[CH:28]([CH2:29][CH2:30]1)[CH2:27][O:26][CH2:25]2. The yield is 0.740.